Dataset: Reaction yield outcomes from USPTO patents with 853,638 reactions. Task: Predict the reaction yield, written as a fraction of the theoretical maximum amount of product (1.0 means a 100% yield; for example, 0.34 means a 34% yield). (1) The yield is 0.217. The catalyst is O1CCCC1. The reactants are [CH2:1]([NH:3][C:4]([N:6]1[C:14]2[C:9](=[CH:10][C:11]([O:15][C:16]3[CH:21]=[CH:20][N:19]=[C:18]([NH:22][C:23](=[O:31])OC4C=CC=CC=4)[N:17]=3)=[CH:12][CH:13]=2)[CH:8]=[CH:7]1)=[O:5])[CH3:2].C(N(CC)CC)C.Cl.[O:40]([NH2:42])[CH3:41]. The product is [CH2:1]([NH:3][C:4]([N:6]1[C:14]2[C:9](=[CH:10][C:11]([O:15][C:16]3[CH:21]=[CH:20][N:19]=[C:18]([NH:22][C:23]([NH:42][O:40][CH3:41])=[O:31])[N:17]=3)=[CH:12][CH:13]=2)[CH:8]=[CH:7]1)=[O:5])[CH3:2]. (2) The reactants are [Cl:1][C:2]1[C:10]2[C:5](=[CH:6][C:7]([C:11]([NH:13][CH:14]([C:24]3[CH:29]=[CH:28][CH:27]=[CH:26][C:25]=3[Cl:30])[CH2:15][O:16][CH2:17][CH:18]3[CH2:23][CH2:22][NH:21][CH2:20][CH2:19]3)=[O:12])=[CH:8][CH:9]=2)[NH:4][CH:3]=1.C(=O)([O-])[O-].[K+].[K+].FC(F)(F)S(O[CH2:43][C:44]([F:47])([F:46])[F:45])(=O)=O.O. The catalyst is CS(C)=O. The product is [Cl:1][C:2]1[C:10]2[C:5](=[CH:6][C:7]([C:11]([NH:13][CH:14]([C:24]3[CH:29]=[CH:28][CH:27]=[CH:26][C:25]=3[Cl:30])[CH2:15][O:16][CH2:17][CH:18]3[CH2:23][CH2:22][N:21]([CH2:43][C:44]([F:47])([F:46])[F:45])[CH2:20][CH2:19]3)=[O:12])=[CH:8][CH:9]=2)[NH:4][CH:3]=1. The yield is 0.300. (3) The reactants are [F:1][C:2]1[CH:15]=[CH:14][C:5]([C:6]([CH:8]2[CH2:13][CH2:12][NH:11][CH2:10][CH2:9]2)=[O:7])=[CH:4][CH:3]=1.O=[CH:17][CH2:18][C@H:19]1[CH2:24][CH2:23][C@H:22]([NH:25][C:26]([C:28]2[C:37]3[C:32](=[CH:33][CH:34]=[CH:35][CH:36]=3)[N:31]=[CH:30][CH:29]=2)=[O:27])[CH2:21][CH2:20]1.C(O[BH-](OC(=O)C)OC(=O)C)(=O)C.[Na+]. The catalyst is CO. The product is [F:1][C:2]1[CH:3]=[CH:4][C:5]([C:6]([CH:8]2[CH2:13][CH2:12][N:11]([CH2:17][CH2:18][C@H:19]3[CH2:24][CH2:23][C@H:22]([NH:25][C:26]([C:28]4[C:37]5[C:32](=[CH:33][CH:34]=[CH:35][CH:36]=5)[N:31]=[CH:30][CH:29]=4)=[O:27])[CH2:21][CH2:20]3)[CH2:10][CH2:9]2)=[O:7])=[CH:14][CH:15]=1. The yield is 0.990. (4) The reactants are [ClH:1].NC1NC2C=C(NC(C3C=CC=CC=3C(O)=O)=O)C=CC=2N=1.[NH2:24][C:25]1[CH:26]=[CH:27][C:28]2[N:32]=[C:31]([N:33](C(OC(C)(C)C)=O)C(OC(C)(C)C)=O)[N:30](C(OC(C)(C)C)=O)[C:29]=2[CH:55]=1.[CH3:56][C:57]1([CH3:65])[CH2:62][C:61](=[O:63])[O:60][C:59](=[O:64])[CH2:58]1. No catalyst specified. The product is [ClH:1].[NH2:33][C:31]1[NH:30][C:29]2[CH:55]=[C:25]([NH:24][C:61](=[O:63])[CH2:62][C:57]([CH3:65])([CH3:56])[CH2:58][C:59]([OH:64])=[O:60])[CH:26]=[CH:27][C:28]=2[N:32]=1. The yield is 0.930. (5) The product is [CH2:6]([O:13][C:14]1[C:21]([O:22][CH2:23][C:24]2[CH:29]=[CH:28][CH:27]=[CH:26][CH:25]=2)=[CH:20][CH:19]=[CH:18][C:15]=1[C:16]1[S:35][CH2:34][C@@H:33]([C:36]([OH:38])=[O:37])[N:17]=1)[C:7]1[CH:8]=[CH:9][CH:10]=[CH:11][CH:12]=1. The catalyst is CO. The yield is 0.220. The reactants are P([O-])([O-])([O-])=O.[CH2:6]([O:13][C:14]1[C:21]([O:22][CH2:23][C:24]2[CH:29]=[CH:28][CH:27]=[CH:26][CH:25]=2)=[CH:20][CH:19]=[CH:18][C:15]=1[C:16]#[N:17])[C:7]1[CH:12]=[CH:11][CH:10]=[CH:9][CH:8]=1.O.Cl.N[C@H:33]([C:36]([OH:38])=[O:37])[CH2:34][SH:35].C(=O)([O-])O.[Na+]. (6) The reactants are [CH2:1]([C:4]1[S:8][C:7]([CH2:9][O:10][C:11]2[C:12]([F:21])=[C:13]([C:17]([F:20])=[CH:18][CH:19]=2)[C:14]([NH2:16])=[O:15])=[N:6][C:5]=1[C:22]1[CH:27]=[CH:26][C:25]([O:28][CH3:29])=[CH:24][CH:23]=1)[CH:2]=[CH2:3]. The catalyst is CO. The product is [F:21][C:12]1[C:11]([O:10][CH2:9][C:7]2[S:8][C:4]([CH2:1][CH2:2][CH3:3])=[C:5]([C:22]3[CH:27]=[CH:26][C:25]([O:28][CH3:29])=[CH:24][CH:23]=3)[N:6]=2)=[CH:19][CH:18]=[C:17]([F:20])[C:13]=1[C:14]([NH2:16])=[O:15]. The yield is 0.0200.